This data is from Catalyst prediction with 721,799 reactions and 888 catalyst types from USPTO. The task is: Predict which catalyst facilitates the given reaction. (1) Reactant: [F:1][C:2]1[C:3]([NH:32][CH:33]2[CH2:38][CH2:37][CH2:36][CH:35]([NH:39][C:40]([N:42]3[CH2:47][CH2:46][O:45][CH2:44][CH2:43]3)=[O:41])[CH2:34]2)=[N:4][C:5]([C:12]2[C:20]3[C:15](=[N:16][CH:17]=[C:18]([F:21])[CH:19]=3)[N:14]([S:22]([C:25]3[CH:31]=[CH:30][C:28]([CH3:29])=[CH:27][CH:26]=3)(=[O:24])=[O:23])[CH:13]=2)=[C:6]([C:8]([F:11])([F:10])[F:9])[CH:7]=1.C[O-].[Na+]. Product: [F:1][C:2]1[C:3]([NH:32][C@@H:33]2[CH2:38][CH2:37][CH2:36][C@H:35]([NH:39][C:40]([N:42]3[CH2:47][CH2:46][O:45][CH2:44][CH2:43]3)=[O:41])[CH2:34]2)=[N:4][C:5]([C:12]2[C:20]3[C:15](=[N:16][CH:17]=[C:18]([F:21])[CH:19]=3)[N:14]([S:22]([C:25]3[CH:31]=[CH:30][C:28]([CH3:29])=[CH:27][CH:26]=3)(=[O:24])=[O:23])[CH:13]=2)=[C:6]([C:8]([F:11])([F:10])[F:9])[CH:7]=1. The catalyst class is: 5. (2) Product: [Cl:18][CH2:19][CH2:20][CH2:21][CH2:22][C:23]([C:13]1[CH:12]=[C:11]2[C:16]3=[C:15]([CH2:5][CH2:6][N:7]3[C:8](=[O:17])[CH2:9][CH2:10]2)[CH:14]=1)=[O:24]. Reactant: [Cl-].[Al+3].[Cl-].[Cl-].[CH2:5]1[C:15]2=[C:16]3[C:11](=[CH:12][CH:13]=[CH:14]2)[CH2:10][CH2:9][C:8](=[O:17])[N:7]3[CH2:6]1.[Cl:18][CH2:19][CH2:20][CH2:21][CH2:22][C:23](Cl)=[O:24]. The catalyst class is: 26. (3) Reactant: [F:1][C:2]1[CH:7]=[C:6]([O:8]C)[C:5]([F:10])=[CH:4][C:3]=1B(O)O.Br[C:15]1[C:16]([CH3:22])=[N:17][CH:18]=[N:19][C:20]=1[CH3:21].COC.COC1C=CC(B(O)O)=CC=1.FC(F)(F)C(O)=O.[CH3:44][C:45]1[C:50]([C:51]2[CH:66]=[CH:65][C:54]([O:55]C3N=CC=C4C=COC=34)=[CH:53][C:52]=2C)=[C:49]([CH3:68])[N:48]=[CH:47][N:46]=1.[CH3:69][O:70][C:71]1[CH:76]=[C:75]([O:77][CH3:78])[CH:74]=[CH:73][C:72]=1B(O)O. Product: [CH3:22][C:16]1[C:15]([C:3]2[C:2]([F:1])=[CH:7][C:6]([OH:8])=[C:5]([F:10])[CH:4]=2)=[C:20]([CH3:21])[N:19]=[CH:18][N:17]=1.[CH3:68][C:49]1[C:50]([C:51]2[CH:66]=[CH:65][C:54]([OH:55])=[CH:53][CH:52]=2)=[C:45]([CH3:44])[N:46]=[CH:47][N:48]=1.[CH3:69][O:70][C:71]1[CH:76]=[C:75]([O:77][CH3:78])[CH:74]=[CH:73][C:72]=1[C:15]1[C:16]([CH3:22])=[N:17][CH:18]=[N:19][C:20]=1[CH3:21]. The catalyst class is: 192. (4) Reactant: [NH2:1][CH2:2][C@@H:3]1[O:7][C:6](=[O:8])[N:5]([C:9]2[CH:14]=[CH:13][C:12]([S:15]([CH2:17][CH2:18][F:19])=[O:16])=[C:11]([F:20])[CH:10]=2)[CH2:4]1.[C:21](SCC)(=[S:23])[CH3:22]. Product: [C:21]([NH:1][CH2:2][C@@H:3]1[O:7][C:6](=[O:8])[N:5]([C:9]2[CH:14]=[CH:13][C:12]([S:15]([CH2:17][CH2:18][F:19])=[O:16])=[C:11]([F:20])[CH:10]=2)[CH2:4]1)(=[S:23])[CH3:22]. The catalyst class is: 3. (5) Reactant: [H-].[Na+].[OH:3][C:4]1[CH:11]=[CH:10][C:7]([CH:8]=[O:9])=[CH:6][CH:5]=1.Cl[C:13]1[N:18]=[CH:17][CH:16]=[CH:15][N:14]=1. Product: [N:14]1[CH:15]=[CH:16][CH:17]=[N:18][C:13]=1[O:3][C:4]1[CH:11]=[CH:10][C:7]([CH:8]=[O:9])=[CH:6][CH:5]=1. The catalyst class is: 3. (6) Reactant: [Cl:1][C:2]1[CH:3]=[C:4]([CH:10]=[CH:11][CH:12]=1)[CH:5]=[CH:6][C:7]([OH:9])=O.C(Cl)(=O)C(Cl)=O.[CH3:19][N:20]([CH3:36])[CH:21]1[CH2:25][CH2:24][N:23]([C:26]2[S:27][C:28]3[CH:34]=[C:33]([NH2:35])[CH:32]=[CH:31][C:29]=3[N:30]=2)[CH2:22]1. Product: [Cl:1][C:2]1[CH:3]=[C:4]([CH:5]=[CH:6][C:7]([NH:35][C:33]2[CH:32]=[CH:31][C:29]3[N:30]=[C:26]([N:23]4[CH2:24][CH2:25][CH:21]([N:20]([CH3:36])[CH3:19])[CH2:22]4)[S:27][C:28]=3[CH:34]=2)=[O:9])[CH:10]=[CH:11][CH:12]=1. The catalyst class is: 85. (7) Reactant: FC(F)(F)C(O)=O.C([O:12][C:13]([CH2:15][CH:16]([NH:31][C:32](=[O:46])[CH:33]([N:35]1[CH:44]=[CH:43][C:42]2[C:37](=[CH:38][CH:39]=[CH:40][CH:41]=2)[C:36]1=[O:45])[CH3:34])[C:17](=[O:30])[CH2:18][O:19][C:20](=[O:29])[C:21]1[C:26]([Cl:27])=[CH:25][CH:24]=[CH:23][C:22]=1[Cl:28])=[O:14])(C)(C)C. Product: [C:13]([CH2:15][CH:16]([NH:31][C:32](=[O:46])[CH:33]([N:35]1[CH:44]=[CH:43][C:42]2[C:37](=[CH:38][CH:39]=[CH:40][CH:41]=2)[C:36]1=[O:45])[CH3:34])[C:17](=[O:30])[CH2:18][O:19][C:20](=[O:29])[C:21]1[C:22]([Cl:28])=[CH:23][CH:24]=[CH:25][C:26]=1[Cl:27])([OH:14])=[O:12]. The catalyst class is: 4. (8) Reactant: [N+:1]([C:4]1[CH:12]=[CH:11][CH:10]=[C:9]2[C:5]=1[CH:6]=[CH:7][NH:8]2)([O-])=O.[H][H]. Product: [NH2:1][C:4]1[CH:12]=[CH:11][CH:10]=[C:9]2[C:5]=1[CH:6]=[CH:7][NH:8]2. The catalyst class is: 354.